This data is from Full USPTO retrosynthesis dataset with 1.9M reactions from patents (1976-2016). The task is: Predict the reactants needed to synthesize the given product. (1) Given the product [Cl:1][C:2]1[CH:7]=[CH:6][C:5]([CH:8]([C:9]2[CH:14]=[CH:13][CH:12]=[CH:11][CH:10]=2)[C:23]#[N:24])=[C:4]([CH3:16])[CH:3]=1, predict the reactants needed to synthesize it. The reactants are: [Cl:1][C:2]1[CH:7]=[CH:6][C:5]([CH:8](Cl)[C:9]2[CH:14]=[CH:13][CH:12]=[CH:11][CH:10]=2)=[C:4]([CH3:16])[CH:3]=1.C([O-])([O-])=O.[K+].[K+].[C-:23]#[N:24].[Na+].O. (2) Given the product [CH3:11][C:12]1[CH:17]=[C:16]([N+:18]([O-:20])=[O:19])[CH:15]=[CH:14][C:13]=1[N:21]=[C:22]1[N:5]([CH:6]([CH2:9][CH3:10])[CH2:7][CH3:8])[CH2:4][CH2:3][S:23]1, predict the reactants needed to synthesize it. The reactants are: [Cl-].Cl[CH2:3][CH2:4][NH2+:5][CH:6]([CH2:9][CH3:10])[CH2:7][CH3:8].[CH3:11][C:12]1[CH:17]=[C:16]([N+:18]([O-:20])=[O:19])[CH:15]=[CH:14][C:13]=1[N:21]=[C:22]=[S:23].